From a dataset of Catalyst prediction with 721,799 reactions and 888 catalyst types from USPTO. Predict which catalyst facilitates the given reaction. (1) Reactant: [C:1]([OH:7])(=O)[CH2:2][CH2:3][CH:4]=[CH2:5].[NH2:8][C@@H:9]([C:12]1[CH:17]=[CH:16][CH:15]=[CH:14][CH:13]=1)[CH2:10][OH:11]. Product: [OH:11][CH2:10][C@@H:9]([NH:8][C:1](=[O:7])[CH2:2][CH2:3][CH:4]=[CH2:5])[C:12]1[CH:17]=[CH:16][CH:15]=[CH:14][CH:13]=1. The catalyst class is: 3. (2) Reactant: [N:1]1([C:7]2[CH:12]=[CH:11][N:10]=[C:9]3[NH:13][CH:14]=[C:15]([NH:16][C:17](=[O:24])[C:18]4[CH:23]=[CH:22][CH:21]=[N:20][CH:19]=4)[C:8]=23)[CH2:6][CH2:5][NH:4][CH2:3][CH2:2]1.[C:25]([O:29][C:30]([NH:32][C@H:33]([CH:37]([CH3:39])[CH3:38])[C:34](O)=[O:35])=[O:31])([CH3:28])([CH3:27])[CH3:26].C1C=CC2N(O)N=NC=2C=1.O.CCN=C=NCCCN(C)C.CCN(C(C)C)C(C)C. Product: [CH3:38][CH:37]([CH3:39])[C@@H:33]([NH:32][C:30](=[O:31])[O:29][C:25]([CH3:28])([CH3:27])[CH3:26])[C:34]([N:4]1[CH2:3][CH2:2][N:1]([C:7]2[CH:12]=[CH:11][N:10]=[C:9]3[NH:13][CH:14]=[C:15]([NH:16][C:17](=[O:24])[C:18]4[CH:23]=[CH:22][CH:21]=[N:20][CH:19]=4)[C:8]=23)[CH2:6][CH2:5]1)=[O:35]. The catalyst class is: 2.